This data is from Reaction yield outcomes from USPTO patents with 853,638 reactions. The task is: Predict the reaction yield, written as a fraction of the theoretical maximum amount of product (1.0 means a 100% yield; for example, 0.34 means a 34% yield). (1) The reactants are CS(Cl)(=O)=O.[C:6]([O:10][C:11]([N:13]1[CH2:18][CH2:17][CH:16]([CH2:19][OH:20])[CH2:15][CH2:14]1)=[O:12])([CH3:9])([CH3:8])[CH3:7].C(N(CC)CC)C.[F:28][C:29]1[C:34]([F:35])=[CH:33][CH:32]=[CH:31][C:30]=1[NH:36][C:37](=[O:56])[CH2:38][C:39]1[NH:43][N:42]=[C:41]([NH:44][C:45]2[C:54]3[C:49](=[CH:50][C:51](O)=[CH:52][CH:53]=3)[N:48]=[CH:47][N:46]=2)[CH:40]=1.C(=O)([O-])[O-].[K+].[K+]. The catalyst is O1CCCC1.CC(N(C)C)=O. The product is [F:28][C:29]1[C:34]([F:35])=[CH:33][CH:32]=[CH:31][C:30]=1[NH:36][C:37](=[O:56])[CH2:38][C:39]1[NH:43][N:42]=[C:41]([NH:44][C:45]2[C:54]3[C:49](=[CH:50][C:51]([O:20][CH2:19][CH:16]4[CH2:17][CH2:18][N:13]([C:11]([O:10][C:6]([CH3:9])([CH3:8])[CH3:7])=[O:12])[CH2:14][CH2:15]4)=[CH:52][CH:53]=3)[N:48]=[CH:47][N:46]=2)[CH:40]=1. The yield is 0.380. (2) The reactants are [F:1][C:2]1[CH:3]=[C:4]([CH:31]=[CH:32][C:33]=1[NH:34][C:35]([C:37]1([C:40](=[O:49])[NH:41][C:42]2[CH:47]=[CH:46][C:45]([F:48])=[CH:44][CH:43]=2)[CH2:39][CH2:38]1)=[O:36])[O:5][C:6]1[CH:11]=[CH:10][N:9]=[C:8]([N:12]([C:22](OC2C=CC=CC=2)=[O:23])C(=O)OC2C=CC=CC=2)[CH:7]=1.Cl.Cl.[CH3:52][N:53]([CH2:55][CH:56]1[CH2:61][CH2:60][NH:59][CH2:58][CH2:57]1)[CH3:54].C(N(CC)CC)C.O. The catalyst is CN(C)C=O. The product is [CH3:52][N:53]([CH2:55][CH:56]1[CH2:61][CH2:60][N:59]([C:22]([NH:12][C:8]2[CH:7]=[C:6]([O:5][C:4]3[CH:31]=[CH:32][C:33]([NH:34][C:35]([C:37]4([C:40]([NH:41][C:42]5[CH:43]=[CH:44][C:45]([F:48])=[CH:46][CH:47]=5)=[O:49])[CH2:38][CH2:39]4)=[O:36])=[C:2]([F:1])[CH:3]=3)[CH:11]=[CH:10][N:9]=2)=[O:23])[CH2:58][CH2:57]1)[CH3:54]. The yield is 0.504. (3) The reactants are [Cl:1][C:2]1[N:3]=[CH:4][C:5]([C:8]([OH:10])=O)=[N:6][CH:7]=1.C(#N)C.CN(C=O)C.C(Cl)(=O)C(Cl)=O.[NH2:25][C:26]1[CH:27]=[CH:28][C:29]([F:43])=[C:30]([C@:32]23[CH2:40][O:39][CH2:38][C@@:37]2([F:41])[CH2:36][O:35][C:34]([NH2:42])=[N:33]3)[CH:31]=1. The catalyst is C(OCC)(=O)C.O.C(O)C. The product is [NH2:42][C:34]1[O:35][CH2:36][C@:37]2([F:41])[CH2:38][O:39][CH2:40][C@:32]2([C:30]2[CH:31]=[C:26]([NH:25][C:8]([C:5]3[CH:4]=[N:3][C:2]([Cl:1])=[CH:7][N:6]=3)=[O:10])[CH:27]=[CH:28][C:29]=2[F:43])[N:33]=1. The yield is 0.940. (4) The reactants are [NH2:1][CH2:2][C:3]#[C:4][C:5]1[N:10]=[C:9]([C:11]2[N:15](C(OC(C)(C)C)=O)[C:14]3[CH:23]=[C:24]([CH3:27])[CH:25]=[CH:26][C:13]=3[N:12]=2)[C:8]([N:28](C(OC(C)(C)C)=O)C(OC(C)(C)C)=O)=[N:7][CH:6]=1.CCN(CC)CC.[S:50](Cl)([CH3:53])(=[O:52])=[O:51].C(O)(C(F)(F)F)=O. The catalyst is C(Cl)Cl. The product is [NH2:28][C:8]1[N:7]=[CH:6][C:5]([C:4]#[C:3][CH2:2][NH:1][S:50]([CH3:53])(=[O:52])=[O:51])=[N:10][C:9]=1[C:11]1[NH:15][C:14]2[CH:23]=[C:24]([CH3:27])[CH:25]=[CH:26][C:13]=2[N:12]=1. The yield is 0.0400. (5) The reactants are [NH2:1][C:2]1[C:3]2[N:4]([N:9]=[CH:10][C:11]=2C(O)=O)[CH:5]=[C:6]([Br:8])[CH:7]=1.[OH-].[Na+]. The catalyst is Br. The product is [Br:8][C:6]1[CH:7]=[C:2]([NH2:1])[C:3]2[N:4]([N:9]=[CH:10][CH:11]=2)[CH:5]=1. The yield is 0.533.